Dataset: Forward reaction prediction with 1.9M reactions from USPTO patents (1976-2016). Task: Predict the product of the given reaction. (1) Given the reactants [C:1]([O:5][C:6]([N:8]1[CH2:13][CH2:12][CH2:11][CH:10]([O:14][C:15]2[CH:20]=[C:19]([N+:21]([O-:23])=[O:22])[CH:18]=[C:17]([F:24])[CH:16]=2)[CH2:9]1)=[O:7])([CH3:4])([CH3:3])[CH3:2].[H-].[Na+].FC1C=C([N+]([O-])=O)C=C(F)C=1, predict the reaction product. The product is: [C:1]([O:5][C:6]([N:8]1[CH2:13][CH2:12][CH2:11][C@H:10]([O:14][C:15]2[CH:20]=[C:19]([N+:21]([O-:23])=[O:22])[CH:18]=[C:17]([F:24])[CH:16]=2)[CH2:9]1)=[O:7])([CH3:4])([CH3:2])[CH3:3]. (2) Given the reactants [C:1]([O:5][C:6]([N:8]1[C:16]2[C:11](=[CH:12][CH:13]=[C:14]([N+:17]([O-])=O)[CH:15]=2)[C:10]([N:20]([C:28]([O:30][C:31]([CH3:34])([CH3:33])[CH3:32])=[O:29])[CH2:21][C:22]2[N:23]=[CH:24][S:25][C:26]=2[CH3:27])=[N:9]1)=[O:7])([CH3:4])([CH3:3])[CH3:2].[H][H], predict the reaction product. The product is: [C:1]([O:5][C:6]([N:8]1[C:16]2[C:11](=[CH:12][CH:13]=[C:14]([NH2:17])[CH:15]=2)[C:10]([N:20]([C:28]([O:30][C:31]([CH3:34])([CH3:33])[CH3:32])=[O:29])[CH2:21][C:22]2[N:23]=[CH:24][S:25][C:26]=2[CH3:27])=[N:9]1)=[O:7])([CH3:4])([CH3:3])[CH3:2].